Dataset: Full USPTO retrosynthesis dataset with 1.9M reactions from patents (1976-2016). Task: Predict the reactants needed to synthesize the given product. (1) Given the product [ClH:53].[ClH:53].[NH2:42][CH2:22][CH2:21][C:18]1[CH:17]=[CH:16][C:15]([C:10]2[CH:11]=[N:12][CH:13]=[CH:14][C:9]=2[O:8][C:7]2[CH:6]=[CH:5][C:4]([NH:24][C:25]([C:27]3[C:28](=[O:39])[N:29]([C:33]4[CH:34]=[CH:35][CH:36]=[CH:37][CH:38]=4)[CH:30]=[CH:31][CH:32]=3)=[O:26])=[CH:3][C:2]=2[F:1])=[CH:20][CH:19]=1, predict the reactants needed to synthesize it. The reactants are: [F:1][C:2]1[CH:3]=[C:4]([NH:24][C:25]([C:27]2[C:28](=[O:39])[N:29]([C:33]3[CH:38]=[CH:37][CH:36]=[CH:35][CH:34]=3)[CH:30]=[CH:31][CH:32]=2)=[O:26])[CH:5]=[CH:6][C:7]=1[O:8][C:9]1[CH:14]=[CH:13][N:12]=[CH:11][C:10]=1[C:15]1[CH:20]=[CH:19][C:18]([CH2:21][CH2:22]O)=[CH:17][CH:16]=1.CC[N:42](C(C)C)C(C)C.CS([Cl:53])(=O)=O. (2) Given the product [C:10]([C:12]([SH:17])([C:13]([CH3:16])([CH3:15])[CH3:14])[CH2:7][C:6]#[N:8])([CH3:18])([CH3:11])[CH3:9], predict the reactants needed to synthesize it. The reactants are: C([Li])CCC.[C:6](#[N:8])[CH3:7].[CH3:9][C:10]([CH3:18])([C:12](=[S:17])[C:13]([CH3:16])([CH3:15])[CH3:14])[CH3:11]. (3) Given the product [Cl:12][C:9]1[CH:10]=[CH:11][C:6]([C:2]2[S:19][C:18]([NH2:20])=[N:17][C:3]=2[CH3:4])=[CH:7][C:8]=1[S:13]([CH3:16])(=[O:15])=[O:14], predict the reactants needed to synthesize it. The reactants are: Br[CH:2]([C:6]1[CH:11]=[CH:10][C:9]([Cl:12])=[C:8]([S:13]([CH3:16])(=[O:15])=[O:14])[CH:7]=1)[C:3](=O)[CH3:4].[NH2:17][C:18]([NH2:20])=[S:19]. (4) Given the product [F:1][C:2]1[CH:3]=[C:4]([C:9]2[CH2:13][CH:12]([CH2:14][O:15][S:24]([CH3:23])(=[O:26])=[O:25])[O:11][N:10]=2)[CH:5]=[CH:6][C:7]=1[F:8], predict the reactants needed to synthesize it. The reactants are: [F:1][C:2]1[CH:3]=[C:4]([C:9]2[CH2:13][CH:12]([CH2:14][OH:15])[O:11][N:10]=2)[CH:5]=[CH:6][C:7]=1[F:8].C(N(CC)CC)C.[CH3:23][S:24](Cl)(=[O:26])=[O:25].O. (5) Given the product [CH3:23][C:29]([CH3:30])([PH2:19]=[O:20])[N:4]1[CH2:5][CH2:6][N:1]([CH2:7][C:8]2[CH:16]=[CH:15][C:11]([C:12]([OH:14])=[O:13])=[CH:10][CH:9]=2)[CH2:2][CH2:3]1, predict the reactants needed to synthesize it. The reactants are: [N:1]1([CH2:7][C:8]2[CH:16]=[CH:15][C:11]([C:12]([OH:14])=[O:13])=[CH:10][CH:9]=2)[CH2:6][CH2:5][NH:4][CH2:3][CH2:2]1.ClC[P:19](C)(C)=[O:20].[C:23](=O)([O-])[O-].[K+].[K+].[CH2:29](O)[CH3:30]. (6) Given the product [N+:1]([C:4]1[CH:5]=[N:6][N:7]([CH2:16][O:15][CH2:14][CH2:13][Si:12]([CH3:19])([CH3:18])[CH3:11])[CH:8]=1)([O-:3])=[O:2], predict the reactants needed to synthesize it. The reactants are: [N+:1]([C:4]1[CH:5]=[N:6][NH:7][CH:8]=1)([O-:3])=[O:2].[H-].[Na+].[CH3:11][Si:12]([CH3:19])([CH3:18])[CH2:13][CH2:14][O:15][CH2:16]Cl. (7) Given the product [C:1]([C:3]1[C:4]([C:21]2[CH:26]=[CH:25][C:24]([Cl:27])=[CH:23][C:22]=2[Cl:28])=[C:5]([C:16]([OH:18])=[O:17])[S:6][C:7]=1[N:8]1[CH2:13][CH2:12][O:11][CH:10]([CH2:14][F:15])[CH2:9]1)#[N:2], predict the reactants needed to synthesize it. The reactants are: [C:1]([C:3]1[C:4]([C:21]2[CH:26]=[CH:25][C:24]([Cl:27])=[CH:23][C:22]=2[Cl:28])=[C:5]([C:16]([O:18]CC)=[O:17])[S:6][C:7]=1[N:8]1[CH2:13][CH2:12][O:11][CH:10]([CH2:14][F:15])[CH2:9]1)#[N:2].[OH-].[Na+].CCO.O.